Dataset: Catalyst prediction with 721,799 reactions and 888 catalyst types from USPTO. Task: Predict which catalyst facilitates the given reaction. (1) The catalyst class is: 11. Reactant: COC1C=CC(P2(SP(C3C=CC(OC)=CC=3)(=S)S2)=[S:10])=CC=1.[CH:23]1([C@H:29]2[CH2:35][NH:34][C:33](=O)[C@H:32]([NH:37][C:38](=[O:44])[O:39][C:40]([CH3:43])([CH3:42])[CH3:41])[CH2:31][CH2:30]2)[CH2:28][CH2:27][CH2:26][CH2:25][CH2:24]1. Product: [CH:23]1([C@H:29]2[CH2:35][NH:34][C:33](=[S:10])[C@H:32]([NH:37][C:38](=[O:44])[O:39][C:40]([CH3:43])([CH3:42])[CH3:41])[CH2:31][CH2:30]2)[CH2:28][CH2:27][CH2:26][CH2:25][CH2:24]1. (2) Reactant: C([O:4][C:5]1[CH:10]=[CH:9][CH:8]=[C:7]([C:11](=[O:18])[C:12]2[CH:17]=[CH:16][CH:15]=[CH:14][CH:13]=2)[C:6]=1[CH3:19])(=O)C.[OH-].[K+]. Product: [OH:4][C:5]1[C:6]([CH3:19])=[C:7]([C:11]([C:12]2[CH:17]=[CH:16][CH:15]=[CH:14][CH:13]=2)=[O:18])[CH:8]=[CH:9][CH:10]=1. The catalyst class is: 6.